Dataset: Forward reaction prediction with 1.9M reactions from USPTO patents (1976-2016). Task: Predict the product of the given reaction. (1) The product is: [N:1]1([CH2:7][C:8]([NH:10][C:11]2[CH:12]=[C:13]([CH:17]=[CH:18][C:19]=2[C:20]([F:21])([F:22])[F:23])[C:14]([NH:36][C:33]2[CH:34]=[N:35][C:30]([C:24]3[CH:29]=[CH:28][CH:27]=[CH:26][CH:25]=3)=[CH:31][CH:32]=2)=[O:15])=[O:9])[CH2:2][CH2:3][O:4][CH2:5][CH2:6]1. Given the reactants [N:1]1([CH2:7][C:8]([NH:10][C:11]2[CH:12]=[C:13]([CH:17]=[CH:18][C:19]=2[C:20]([F:23])([F:22])[F:21])[C:14](O)=[O:15])=[O:9])[CH2:6][CH2:5][O:4][CH2:3][CH2:2]1.[C:24]1([C:30]2[N:35]=[CH:34][C:33]([NH2:36])=[CH:32][CH:31]=2)[CH:29]=[CH:28][CH:27]=[CH:26][CH:25]=1.F[P-](F)(F)(F)(F)F.N1(O[P+](N2CCCC2)(N2CCCC2)N2CCCC2)C2C=CC=CC=2N=N1.C(N(C(C)C)CC)(C)C, predict the reaction product. (2) Given the reactants Cl[C:2]1[CH:16]=[C:5]2C(=O)[N:7]3[N:13]=[C:12](Cl)[CH:11]=[C:8]3[C:9](=[O:10])[N:4]2N=1.NC1C=C[C:21]([F:24])=[CH:20][N:19]=1.CN(C=O)C.Cl, predict the reaction product. The product is: [F:24][C:21]1[CH:2]=[CH:16][C:5]([NH:4][C:9]([C:8]2[CH:11]=[CH:12][NH:13][N:7]=2)=[O:10])=[N:19][CH:20]=1.